Task: Predict the reaction yield, written as a fraction of the theoretical maximum amount of product (1.0 means a 100% yield; for example, 0.34 means a 34% yield).. Dataset: Reaction yield outcomes from USPTO patents with 853,638 reactions The product is [CH:1]([N:4]1[CH2:9][CH2:8][CH:7]([O:10][C:11]2[CH:19]=[CH:18][C:17]3[N:16]4[CH2:20][CH2:21][N:22]([CH2:31][C:30]5[CH:33]=[CH:34][CH:35]=[CH:36][C:29]=5[C:27]#[N:28])[C:23](=[O:24])[C:15]4=[CH:14][C:13]=3[CH:12]=2)[CH2:6][CH2:5]1)([CH3:3])[CH3:2]. The yield is 0.810. The reactants are [CH:1]([N:4]1[CH2:9][CH2:8][CH:7]([O:10][C:11]2[CH:19]=[CH:18][C:17]3[N:16]4[CH2:20][CH2:21][NH:22][C:23](=[O:24])[C:15]4=[CH:14][C:13]=3[CH:12]=2)[CH2:6][CH2:5]1)([CH3:3])[CH3:2].[H-].[Na+].[C:27]([C:29]1[CH:36]=[CH:35][CH:34]=[CH:33][C:30]=1[CH2:31]Br)#[N:28]. No catalyst specified.